This data is from Reaction yield outcomes from USPTO patents with 853,638 reactions. The task is: Predict the reaction yield, written as a fraction of the theoretical maximum amount of product (1.0 means a 100% yield; for example, 0.34 means a 34% yield). The reactants are C(OP([CH2:9][C:10]#[N:11])(=O)OCC)C.C[Si]([N-][Si](C)(C)C)(C)C.[Li+].[O:22]1[C:26]2[CH:27]=[CH:28][C:29]([C:31]([C:33]3[CH:38]=[CH:37][C:36]([O:39][CH3:40])=[CH:35][CH:34]=3)=O)=[CH:30][C:25]=2[O:24][CH2:23]1.O. The catalyst is C1COCC1. The product is [O:22]1[C:26]2[CH:27]=[CH:28][C:29]([C:31]([C:33]3[CH:38]=[CH:37][C:36]([O:39][CH3:40])=[CH:35][CH:34]=3)=[CH:9][C:10]#[N:11])=[CH:30][C:25]=2[O:24][CH2:23]1. The yield is 0.760.